From a dataset of Peptide-MHC class II binding affinity with 134,281 pairs from IEDB. Regression. Given a peptide amino acid sequence and an MHC pseudo amino acid sequence, predict their binding affinity value. This is MHC class II binding data. (1) The peptide sequence is SKGDSARVTVKDVTF. The MHC is HLA-DPA10201-DPB10101 with pseudo-sequence HLA-DPA10201-DPB10101. The binding affinity (normalized) is 0.0512. (2) The MHC is HLA-DPA10201-DPB10101 with pseudo-sequence HLA-DPA10201-DPB10101. The binding affinity (normalized) is 0.563. The peptide sequence is ASVIPPARLFKAFVL. (3) The peptide sequence is ALFYKLDVVPID. The MHC is HLA-DQA10101-DQB10501 with pseudo-sequence HLA-DQA10101-DQB10501. The binding affinity (normalized) is 0.521. (4) The peptide sequence is YAHAAHAAHAAHAAHAA. The MHC is DRB1_1201 with pseudo-sequence DRB1_1201. The binding affinity (normalized) is 0. (5) The peptide sequence is GERSLTTLLRALGAQ. The MHC is DRB1_0401 with pseudo-sequence DRB1_0401. The binding affinity (normalized) is 0.494. (6) The peptide sequence is KLIEKINAGFKAALAAAAGV. The MHC is HLA-DPA10201-DPB10101 with pseudo-sequence HLA-DPA10201-DPB10101. The binding affinity (normalized) is 0.255. (7) The peptide sequence is RPAPGGKAYMDVISR. The MHC is DRB3_0202 with pseudo-sequence DRB3_0202. The binding affinity (normalized) is 0.426. (8) The peptide sequence is GATVAVDCRPFNGGE. The MHC is DRB1_1101 with pseudo-sequence DRB1_1101. The binding affinity (normalized) is 0.229. (9) The peptide sequence is FYYTTGAVRQIFGDYKTTICG. The MHC is DRB5_0101 with pseudo-sequence DRB5_0101. The binding affinity (normalized) is 0.614. (10) The peptide sequence is SQEYYGSVANEANVY. The MHC is H-2-IAb with pseudo-sequence H-2-IAb. The binding affinity (normalized) is 0.443.